This data is from Forward reaction prediction with 1.9M reactions from USPTO patents (1976-2016). The task is: Predict the product of the given reaction. Given the reactants Cl[C:2]1[CH:7]=[CH:6][N:5]=[C:4]2[N:8]=[CH:9][NH:10][C:3]=12.ClC1N=C2N=CNC2=CC=1.[CH3:21][NH:22][CH:23]1[CH2:28][CH2:27][CH2:26][CH2:25][CH2:24]1, predict the reaction product. The product is: [CH:23]1([N:22]([CH3:21])[C:2]2[CH:7]=[CH:6][N:5]=[C:4]3[N:8]=[CH:9][NH:10][C:3]=23)[CH2:28][CH2:27][CH2:26][CH2:25][CH2:24]1.